Dataset: Peptide-MHC class I binding affinity with 185,985 pairs from IEDB/IMGT. Task: Regression. Given a peptide amino acid sequence and an MHC pseudo amino acid sequence, predict their binding affinity value. This is MHC class I binding data. (1) The peptide sequence is ICSSVLKRY. The MHC is HLA-A30:02 with pseudo-sequence HLA-A30:02. The binding affinity (normalized) is 0.472. (2) The peptide sequence is PGDPDMMRY. The MHC is HLA-A01:01 with pseudo-sequence HLA-A01:01. The binding affinity (normalized) is 0.530. (3) The peptide sequence is YLVTRHADV. The MHC is HLA-A02:07 with pseudo-sequence HLA-A02:07. The binding affinity (normalized) is 0.0472. (4) The peptide sequence is LLANILSEH. The MHC is HLA-A03:01 with pseudo-sequence HLA-A03:01. The binding affinity (normalized) is 0.421. (5) The peptide sequence is IAISSLNKL. The MHC is HLA-A02:01 with pseudo-sequence HLA-A02:01. The binding affinity (normalized) is 0.324. (6) The peptide sequence is SSLSPPNL. The MHC is H-2-Kb with pseudo-sequence H-2-Kb. The binding affinity (normalized) is 0.503.